Task: Predict the reactants needed to synthesize the given product.. Dataset: Retrosynthesis with 50K atom-mapped reactions and 10 reaction types from USPTO The reactants are: CCI.O=C1NCC2(CCN(Cc3ccccc3)CC2)O1. Given the product CCN1CC2(CCN(Cc3ccccc3)CC2)OC1=O, predict the reactants needed to synthesize it.